Dataset: Full USPTO retrosynthesis dataset with 1.9M reactions from patents (1976-2016). Task: Predict the reactants needed to synthesize the given product. Given the product [N:37]12[CH2:42][CH2:41][CH:40]([CH2:39][CH2:38]1)[C@@H:35]([NH:34][C:12](=[O:14])[C:11]1[CH:10]=[CH:9][C:8]([O:1][C:2]3[CH:3]=[CH:4][CH:5]=[CH:6][CH:7]=3)=[CH:16][CH:15]=1)[CH2:36]2, predict the reactants needed to synthesize it. The reactants are: [O:1]([C:8]1[CH:16]=[CH:15][C:11]([C:12]([OH:14])=O)=[CH:10][CH:9]=1)[C:2]1[CH:7]=[CH:6][CH:5]=[CH:4][CH:3]=1.C1(OP(Cl)(OC2C=CC=CC=2)=O)C=CC=CC=1.[NH2:34][C@@H:35]1[CH:40]2[CH2:41][CH2:42][N:37]([CH2:38][CH2:39]2)[CH2:36]1.CO.